Dataset: Forward reaction prediction with 1.9M reactions from USPTO patents (1976-2016). Task: Predict the product of the given reaction. (1) The product is: [O:1]1[CH:5]=[CH:4][CH:3]=[C:2]1[C:6]1[O:10][N:9]=[C:8]([CH2:11][O:12][C:18]([N:15]2[CH:14]=[CH:13][N:17]=[CH:16]2)=[O:19])[CH:7]=1. Given the reactants [O:1]1[CH:5]=[CH:4][CH:3]=[C:2]1[C:6]1[O:10][N:9]=[C:8]([CH2:11][OH:12])[CH:7]=1.[CH:13]1[N:17]=[CH:16][N:15]([C:18](N2C=NC=C2)=[O:19])[CH:14]=1, predict the reaction product. (2) Given the reactants [O:1]1[C:5]2[CH:6]=[CH:7][C:8]([C:10]3([C:13]([NH:15][C:16]4[CH:17]=[C:18]5[C:22](=[CH:23][CH:24]=4)[NH:21][C:20]([C:25]([CH3:28])([CH3:27])[CH3:26])=[CH:19]5)=[O:14])[CH2:12][CH2:11]3)=[CH:9][C:4]=2[O:3][CH2:2]1.[N:29]([O-])=O.[Na+], predict the reaction product. The product is: [NH2:29][C:19]1[C:18]2[C:22](=[CH:23][CH:24]=[C:16]([NH:15][C:13]([C:10]3([C:8]4[CH:7]=[CH:6][C:5]5[O:1][CH2:2][O:3][C:4]=5[CH:9]=4)[CH2:12][CH2:11]3)=[O:14])[CH:17]=2)[NH:21][C:20]=1[C:25]([CH3:28])([CH3:27])[CH3:26].